From a dataset of Reaction yield outcomes from USPTO patents with 853,638 reactions. Predict the reaction yield, written as a fraction of the theoretical maximum amount of product (1.0 means a 100% yield; for example, 0.34 means a 34% yield). (1) The reactants are [C:1]([C:3]1[CH:4]=[N:5][N:6]2[C:11](=[O:12])[C:10]([CH2:13][CH3:14])=[C:9]([C:15](N(OC)C)=[O:16])[NH:8][C:7]=12)#[N:2].[H-].[Al+3].[Li+].[H-].[H-].[H-]. The catalyst is C1COCC1. The product is [CH2:13]([C:10]1[C:11](=[O:12])[N:6]2[N:5]=[CH:4][C:3]([C:1]#[N:2])=[C:7]2[NH:8][C:9]=1[CH:15]=[O:16])[CH3:14]. The yield is 0.404. (2) The reactants are [CH3:1][CH:2]1[CH2:8][C:7]2[CH:9]=[C:10]3[O:15][CH2:14][O:13][C:11]3=[CH:12][C:6]=2[C:5]([C:16]2[CH:21]=[CH:20][C:19]([N+:22]([O-:24])=[O:23])=[CH:18][CH:17]=2)=[N:4][N:3]1[C:25](=O)[CH2:26][C:27](=[O:29])[CH3:28].COC1C=CC(P2(SP(C3C=CC(OC)=CC=3)(=S)S2)=[S:40])=CC=1. The yield is 0.700. The product is [CH3:1][CH:2]1[CH2:8][C:7]2[CH:9]=[C:10]3[O:15][CH2:14][O:13][C:11]3=[CH:12][C:6]=2[C:5]([C:16]2[CH:21]=[CH:20][C:19]([N+:22]([O-:24])=[O:23])=[CH:18][CH:17]=2)=[N:4][N:3]1[C:25](=[S:40])[CH2:26][C:27](=[O:29])[CH3:28]. The catalyst is C1(C)C=CC=CC=1.